From a dataset of Orexin1 receptor HTS with 218,158 compounds and 233 confirmed actives. Binary Classification. Given a drug SMILES string, predict its activity (active/inactive) in a high-throughput screening assay against a specified biological target. (1) The drug is Brc1ccc(C2N(N=C(C2)c2ccc(cc2)C)C(=S)NC)cc1. The result is 0 (inactive). (2) The drug is Clc1ccc(/C=C\C(=O)c2oc([N+]([O-])=O)cc2)cc1. The result is 0 (inactive). (3) The drug is O=C1N(C(C(c2c1cccc2)C(O)=O)c1cc([N+]([O-])=O)ccc1)C. The result is 0 (inactive). (4) The molecule is o1c(c(c2c(cc(OC)c(OC)c2)c1=O)/C=C\c1ccc(OC(=O)C)cc1)c1ccc(OC)cc1. The result is 0 (inactive). (5) The molecule is N(CCCC)(CCCC)c1nc(nc2c1cccc2)c1ccncc1. The result is 0 (inactive). (6) The compound is o1c(/C=C(\C(C)=C/C(O)=O)C(O)=O)ccc1C. The result is 0 (inactive). (7) The drug is Clc1c(S(=O)(=O)N)cc(cc1)C(=O)N\N=C\c1cc(OCC(=O)N)c(OC)cc1. The result is 0 (inactive).